This data is from Forward reaction prediction with 1.9M reactions from USPTO patents (1976-2016). The task is: Predict the product of the given reaction. (1) Given the reactants Br[CH2:2][C:3]([C:5]1[C:6](=[O:16])[O:7][C:8]2[C:13]([CH:14]=1)=[CH:12][CH:11]=[C:10]([F:15])[CH:9]=2)=O.[CH3:17][C:18]1[N:23]=[N:22][C:21]([NH2:24])=[CH:20][CH:19]=1, predict the reaction product. The product is: [F:15][C:10]1[CH:9]=[C:8]2[C:13]([CH:14]=[C:5]([C:3]3[N:24]=[C:21]4[CH:20]=[CH:19][C:18]([CH3:17])=[N:23][N:22]4[CH:2]=3)[C:6](=[O:16])[O:7]2)=[CH:12][CH:11]=1. (2) Given the reactants [CH:1]1([N:4]2[CH2:9][CH2:8][C:7](=O)[CH2:6][CH2:5]2)[CH2:3][CH2:2]1.[C:11]([O:15][C:16](=[O:19])[NH:17][NH2:18])([CH3:14])([CH3:13])[CH3:12], predict the reaction product. The product is: [C:11]([O:15][C:16]([NH:17][N:18]=[C:7]1[CH2:8][CH2:9][N:4]([CH:1]2[CH2:3][CH2:2]2)[CH2:5][CH2:6]1)=[O:19])([CH3:14])([CH3:13])[CH3:12]. (3) Given the reactants [Cl:1][C:2]1[CH:3]=[CH:4][C:5]2[N:11]3[C:12]([CH:15]([CH3:17])[CH3:16])=[N:13][N:14]=[C:10]3[C@@H:9]([CH2:18][CH2:19][OH:20])[O:8][C@H:7]([C:21]3[CH:26]=[CH:25][CH:24]=[C:23]([O:27][CH3:28])[C:22]=3[O:29][CH3:30])[C:6]=2[CH:31]=1.C(N(CC)CC)C.[CH3:39][S:40](Cl)(=[O:42])=[O:41].C(=O)(O)[O-].[Na+], predict the reaction product. The product is: [CH3:39][S:40]([O:20][CH2:19][CH2:18][C@H:9]1[O:8][C@H:7]([C:21]2[CH:26]=[CH:25][CH:24]=[C:23]([O:27][CH3:28])[C:22]=2[O:29][CH3:30])[C:6]2[CH:31]=[C:2]([Cl:1])[CH:3]=[CH:4][C:5]=2[N:11]2[C:12]([CH:15]([CH3:17])[CH3:16])=[N:13][N:14]=[C:10]12)(=[O:42])=[O:41]. (4) Given the reactants Br[C:2]1[CH:3]=[N:4][CH:5]=[C:6]([O:8][CH3:9])[CH:7]=1.C([Sn](CCCC)(CCCC)[C:15]([O:17]CC)=[CH2:16])CCC, predict the reaction product. The product is: [CH3:9][O:8][C:6]1[CH:7]=[C:2]([C:15](=[O:17])[CH3:16])[CH:3]=[N:4][CH:5]=1. (5) Given the reactants [CH3:1][C@@H:2]([OH:6])[CH2:3][O:4][CH3:5].[H-].[Na+].Cl[C:10]1[N:15]=[C:14]([C:16]([NH:18][CH2:19][C:20]([F:23])([F:22])[F:21])=[O:17])[CH:13]=[C:12]([S:24][CH3:25])[N:11]=1.CCOC(C)=O, predict the reaction product. The product is: [CH3:5][O:4][CH2:3][C@H:2]([O:6][C:10]1[N:15]=[C:14]([C:16]([NH:18][CH2:19][C:20]([F:21])([F:22])[F:23])=[O:17])[CH:13]=[C:12]([S:24][CH3:25])[N:11]=1)[CH3:1]. (6) Given the reactants C(N(CC)CC)C.O[CH2:9][CH2:10][N:11]1[CH2:16][CH2:15][N:14]([C:17]2[C:26]3[C:21](=[CH:22][CH:23]=[CH:24][CH:25]=3)[CH:20]=[CH:19][N:18]=2)[CH2:13][CH2:12]1.CS([Cl:31])(=O)=O, predict the reaction product. The product is: [Cl:31][CH2:9][CH2:10][N:11]1[CH2:16][CH2:15][N:14]([C:17]2[C:26]3[C:21](=[CH:22][CH:23]=[CH:24][CH:25]=3)[CH:20]=[CH:19][N:18]=2)[CH2:13][CH2:12]1. (7) Given the reactants [CH3:1][C:2]1[CH:10]=[CH:9][CH:8]=[C:7]2[C:3]=1[C:4]([CH2:11][CH2:12][OH:13])=[CH:5][NH:6]2.[B-][N+](C)(C)C.Cl, predict the reaction product. The product is: [CH3:1][C:2]1[CH:10]=[CH:9][CH:8]=[C:7]2[C:3]=1[CH:4]([CH2:11][CH2:12][OH:13])[CH2:5][NH:6]2. (8) Given the reactants [Br:1][C:2]1[CH:3]=[N:4][CH:5]=[C:6]2[C:11]=1[N:10]=[C:9]([C:12]([OH:14])=O)[CH:8]=[CH:7]2.C(N(CC)C(C)C)(C)C.F[P-](F)(F)(F)(F)F.N1(OC(N(C)C)=[N+](C)C)C2N=CC=CC=2N=N1.Cl.[CH3:49][S:50]([C:53]1[CH:58]=[CH:57][C:56]([CH:59]([NH2:61])[CH3:60])=[CH:55][CH:54]=1)(=[O:52])=[O:51], predict the reaction product. The product is: [Br:1][C:2]1[CH:3]=[N:4][CH:5]=[C:6]2[C:11]=1[N:10]=[C:9]([C:12]([NH:61][CH:59]([C:56]1[CH:55]=[CH:54][C:53]([S:50]([CH3:49])(=[O:52])=[O:51])=[CH:58][CH:57]=1)[CH3:60])=[O:14])[CH:8]=[CH:7]2.